From a dataset of Catalyst prediction with 721,799 reactions and 888 catalyst types from USPTO. Predict which catalyst facilitates the given reaction. (1) Reactant: [CH3:1][C:2]1[CH:11]=[C:10]([N+:12]([O-:14])=[O:13])[CH:9]=[CH:8][C:3]=1[C:4]([O:6][CH3:7])=[O:5].C1C(=O)N([Br:22])C(=O)C1.C(OOC(=O)C1C=CC=CC=1)(=O)C1C=CC=CC=1.O. Product: [Br:22][CH2:1][C:2]1[CH:11]=[C:10]([N+:12]([O-:14])=[O:13])[CH:9]=[CH:8][C:3]=1[C:4]([O:6][CH3:7])=[O:5]. The catalyst class is: 53. (2) Reactant: Cl[C:2]1[C:7]([CH2:8][C:9](=O)[CH3:10])=[C:6]([Cl:12])[N:5]=[CH:4][N:3]=1.[CH3:13][NH:14][NH2:15].C([O-])(=O)C.[Na+]. Product: [Cl:12][C:6]1[N:5]=[CH:4][N:3]=[C:2]2[N:14]([CH3:13])[N:15]=[C:9]([CH3:10])[CH2:8][C:7]=12. The catalyst class is: 23. (3) Reactant: [Cl:1][C:2]1[C:11]2[C:6](=[CH:7][C:8]([C:12]#[N:13])=[CH:9][CH:10]=2)[C:5](Cl)=[N:4][N:3]=1.[Cl:15][C:16]1[CH:17]=[C:18]([CH:21]=[CH:22][C:23]=1[CH3:24])[CH2:19][NH2:20].C1CCN2C(=NCCC2)CC1. Product: [Cl:1][C:2]1[C:11]2[C:6](=[CH:7][C:8]([C:12]#[N:13])=[CH:9][CH:10]=2)[C:5]([NH:20][CH2:19][C:18]2[CH:21]=[CH:22][C:23]([CH3:24])=[C:16]([Cl:15])[CH:17]=2)=[N:4][N:3]=1. The catalyst class is: 60. (4) Reactant: [CH3:1][C:2]1[CH:7]=[C:6]([OH:8])[CH:5]=[C:4]([CH3:9])[C:3]=1[OH:10].[C:11](Cl)(=[O:18])[C:12]1[CH:17]=[CH:16][CH:15]=[CH:14][CH:13]=1. Product: [C:11]([O:8][C:6]1[CH:7]=[C:2]([CH3:1])[C:3]([OH:10])=[C:4]([CH3:9])[CH:5]=1)(=[O:18])[C:12]1[CH:17]=[CH:16][CH:15]=[CH:14][CH:13]=1. The catalyst class is: 17. (5) Reactant: [I:1][C:2]1[CH:3]=[C:4]([CH3:9])[C:5]([OH:8])=[N:6][CH:7]=1.[C:10]([O-])([O-])=O.[K+].[K+].CI. Product: [I:1][C:2]1[CH:3]=[C:4]([CH3:9])[C:5](=[O:8])[N:6]([CH3:10])[CH:7]=1. The catalyst class is: 3. (6) Reactant: [Br:1][C:2]1[CH:3]=[C:4]([CH2:8][N:9](CC2C=CC(OC)=CC=2OC)[C:10]([NH:12][C:13]2[S:14][CH:15]=[C:16]([CH2:18][O:19][CH2:20][CH2:21][O:22][CH3:23])[N:17]=2)=[O:11])[S:5][C:6]=1[Br:7].C(O)(C(F)(F)F)=O.C1(OC)C=CC=CC=1. Product: [Br:1][C:2]1[CH:3]=[C:4]([CH2:8][NH:9][C:10]([NH:12][C:13]2[S:14][CH:15]=[C:16]([CH2:18][O:19][CH2:20][CH2:21][O:22][CH3:23])[N:17]=2)=[O:11])[S:5][C:6]=1[Br:7]. The catalyst class is: 6. (7) Product: [F:31][C:28]([C:26]1[N:25]([CH2:32][CH:33]2[CH2:38][CH2:37][O:36][CH2:35][CH2:34]2)[C:24]2[CH:39]=[CH:40][C:21]([N:19]([CH3:20])[S:16]([C:13]3[CH:12]=[CH:11][C:10]([NH:9][C:5](=[O:4])[CH2:6][OH:7])=[CH:15][CH:14]=3)(=[O:17])=[O:18])=[CH:22][C:23]=2[N:27]=1)([F:30])[CH3:29]. Reactant: C([O:4][CH2:5][C:6](Cl)=[O:7])(=O)C.[NH2:9][C:10]1[CH:15]=[CH:14][C:13]([S:16]([N:19]([C:21]2[CH:40]=[CH:39][C:24]3[N:25]([CH2:32][CH:33]4[CH2:38][CH2:37][O:36][CH2:35][CH2:34]4)[C:26]([C:28]([F:31])([F:30])[CH3:29])=[N:27][C:23]=3[CH:22]=2)[CH3:20])(=[O:18])=[O:17])=[CH:12][CH:11]=1.CCN(CC)CC. The catalyst class is: 2.